From a dataset of Forward reaction prediction with 1.9M reactions from USPTO patents (1976-2016). Predict the product of the given reaction. (1) Given the reactants [OH:1][C@@H:2]([C:24]([CH3:30])([CH3:29])[CH2:25][CH2:26][CH2:27][CH3:28])/[CH:3]=[CH:4]/[C@H:5]1[CH2:9][O:8][C:7](=[O:10])[N:6]1[CH2:11][CH2:12][S:13][C:14]1[S:15][CH:16]=[C:17]([C:19]([O:21]CC)=[O:20])[N:18]=1.[OH-].[Na+].Cl, predict the reaction product. The product is: [OH:1][C@@H:2]([C:24]([CH3:29])([CH3:30])[CH2:25][CH2:26][CH2:27][CH3:28])/[CH:3]=[CH:4]/[C@H:5]1[CH2:9][O:8][C:7](=[O:10])[N:6]1[CH2:11][CH2:12][S:13][C:14]1[S:15][CH:16]=[C:17]([C:19]([OH:21])=[O:20])[N:18]=1. (2) Given the reactants [Cl:1][C:2]1[N:7]=[C:6](Cl)[C:5]([C:9]([F:12])([F:11])[F:10])=[CH:4][N:3]=1.C(=O)([O-])[O-].[K+].[K+].Cl.[CH:20]1([NH2:24])[CH2:23][CH2:22][CH2:21]1, predict the reaction product. The product is: [Cl:1][C:2]1[N:7]=[C:6]([NH:24][CH:20]2[CH2:23][CH2:22][CH2:21]2)[C:5]([C:9]([F:12])([F:11])[F:10])=[CH:4][N:3]=1. (3) The product is: [N+:8]([C:5]1[CH:6]=[CH:7][C:2]([NH:1][C:16](=[O:18])[CH3:17])=[N:3][CH:4]=1)([O-:10])=[O:9]. Given the reactants [NH2:1][C:2]1[CH:7]=[CH:6][C:5]([N+:8]([O-:10])=[O:9])=[CH:4][N:3]=1.OS(O)(=O)=O.[C:16](OC(=O)C)(=[O:18])[CH3:17], predict the reaction product. (4) Given the reactants [F:1][C:2]1[CH:3]=[C:4]([C:12]2(O)[CH2:17][CH2:16][N:15](C(OC(C)(C)C)=O)[CH2:14][CH2:13]2)[CH:5]=[C:6]([S:8]([CH3:11])(=[O:10])=[O:9])[CH:7]=1.[OH-].[Na+], predict the reaction product. The product is: [F:1][C:2]1[CH:3]=[C:4]([C:12]2[CH2:17][CH2:16][NH:15][CH2:14][CH:13]=2)[CH:5]=[C:6]([S:8]([CH3:11])(=[O:10])=[O:9])[CH:7]=1. (5) Given the reactants [C:1]([NH:5][C:6]1[N:10]2[CH:11]=[CH:12][N:13]=[CH:14][C:9]2=[N:8][C:7]=1[C:15]1[S:16][C:17]([C:20]#[CH:21])=[CH:18][CH:19]=1)([CH3:4])([CH3:3])[CH3:2].Br[C:23]1[CH:28]=[CH:27][CH:26]=[C:25]([F:29])[N:24]=1.CCN(CC)CC.C([O-])([O-])=O.[Na+].[Na+], predict the reaction product. The product is: [C:1]([NH:5][C:6]1[N:10]2[CH:11]=[CH:12][N:13]=[CH:14][C:9]2=[N:8][C:7]=1[C:15]1[S:16][C:17]([C:20]#[C:21][C:23]2[CH:28]=[CH:27][CH:26]=[C:25]([F:29])[N:24]=2)=[CH:18][CH:19]=1)([CH3:4])([CH3:3])[CH3:2]. (6) Given the reactants Br[C:2]1[N:6]2[CH:7]=[CH:8][C:9]([C:11]([CH3:14])([CH3:13])[CH3:12])=[N:10][C:5]2=[N:4][CH:3]=1.[F:15][C:16]1[CH:21]=[CH:20][C:19](B2OC(C)(C)C(C)(C)O2)=[CH:18][C:17]=1[C:31]1[C:32]([C:37]#[N:38])=[CH:33][CH:34]=[CH:35][CH:36]=1, predict the reaction product. The product is: [F:15][C:16]1[CH:21]=[CH:20][C:19]([C:2]2[N:6]3[CH:7]=[CH:8][C:9]([C:11]([CH3:14])([CH3:13])[CH3:12])=[N:10][C:5]3=[N:4][CH:3]=2)=[CH:18][C:17]=1[C:31]1[C:32]([C:37]#[N:38])=[CH:33][CH:34]=[CH:35][CH:36]=1.